The task is: Predict the reactants needed to synthesize the given product.. This data is from Full USPTO retrosynthesis dataset with 1.9M reactions from patents (1976-2016). Given the product [CH2:1]([O:8][C:9]1[CH:14]=[N:13][N:12]([CH2:15][C:16]([C:18]2[CH:23]=[CH:22][C:21]([CH2:24][N:32]3[CH2:33][CH2:34][CH2:35][C@@H:30]([OH:29])[CH2:31]3)=[CH:20][C:19]=2[CH3:26])=[O:17])[C:11](=[O:27])[CH:10]=1)[C:2]1[CH:7]=[CH:6][CH:5]=[CH:4][CH:3]=1, predict the reactants needed to synthesize it. The reactants are: [CH2:1]([O:8][C:9]1[CH:14]=[N:13][N:12]([CH2:15][C:16]([C:18]2[CH:23]=[CH:22][C:21]([CH2:24]Br)=[CH:20][C:19]=2[CH3:26])=[O:17])[C:11](=[O:27])[CH:10]=1)[C:2]1[CH:7]=[CH:6][CH:5]=[CH:4][CH:3]=1.Cl.[OH:29][C@@H:30]1[CH2:35][CH2:34][CH2:33][NH:32][CH2:31]1.C(N(C(C)C)C(C)C)C.